From a dataset of Reaction yield outcomes from USPTO patents with 853,638 reactions. Predict the reaction yield, written as a fraction of the theoretical maximum amount of product (1.0 means a 100% yield; for example, 0.34 means a 34% yield). (1) The reactants are Br[C:2]1[CH:3]=[C:4]([O:18][CH3:19])[CH:5]=[C:6]2[C:11]=1[O:10][C:9]([C:12]([O:14][CH2:15][CH3:16])=[O:13])=[CH:8][C:7]2=[O:17].C1(P(C2C=CC=CC=2)C2C=CC3C(=CC=CC=3)C=2C2C3C(=CC=CC=3)C=CC=2P(C2C=CC=CC=2)C2C=CC=CC=2)C=CC=CC=1.[CH3:66][N:67]1[CH2:73][CH2:72][CH2:71][NH:70][CH2:69][CH2:68]1.C(=O)([O-])[O-].[Cs+].[Cs+]. The catalyst is C1(C)C=CC=CC=1. The product is [CH2:15]([O:14][C:12]([C:9]1[O:10][C:11]2[C:6]([C:7](=[O:17])[CH:8]=1)=[CH:5][C:4]([O:18][CH3:19])=[CH:3][C:2]=2[N:70]1[CH2:71][CH2:72][CH2:73][N:67]([CH3:66])[CH2:68][CH2:69]1)=[O:13])[CH3:16]. The yield is 0.600. (2) The reactants are [O:1]1[C:5]2[CH:6]=[CH:7][C:8]([C:10]([OH:12])=O)=[CH:9][C:4]=2[O:3][CH2:2]1.[NH2:13][C@H:14]([CH:19]([CH3:21])[CH3:20])[C:15]([O:17][CH3:18])=[O:16]. No catalyst specified. The product is [O:3]1[C:4]2[CH:9]=[C:8]([C:10]([NH:13][C@H:14]([CH:19]([CH3:21])[CH3:20])[C:15]([O:17][CH3:18])=[O:16])=[O:12])[CH:7]=[CH:6][C:5]=2[O:1][CH2:2]1. The yield is 0.500. (3) The product is [CH2:1]([N:3]1[CH2:12][CH2:11][C:10]2[C:5](=[CH:6][C:7]([O:15][CH3:16])=[C:8]([O:13][CH3:14])[CH:9]=2)[C:4]21[CH2:21][CH2:20][CH:19]([C:22]([N:51]1[CH2:52][CH2:53][N:48]([C:46]3[CH:45]=[CH:44][N:43]=[C:42]([NH2:41])[CH:47]=3)[CH2:49][CH2:50]1)=[O:23])[CH2:18][CH:17]2[CH:25]1[C:34]2[C:29](=[CH:30][C:31]([O:37][CH3:38])=[C:32]([O:35][CH3:36])[CH:33]=2)[CH2:28][CH2:27][N:26]1[CH2:39][CH3:40])[CH3:2]. The reactants are [CH2:1]([N:3]1[CH2:12][CH2:11][C:10]2[C:5](=[CH:6][C:7]([O:15][CH3:16])=[C:8]([O:13][CH3:14])[CH:9]=2)[C:4]21[CH2:21][CH2:20][CH:19]([C:22](O)=[O:23])[CH2:18][CH:17]2[CH:25]1[C:34]2[C:29](=[CH:30][C:31]([O:37][CH3:38])=[C:32]([O:35][CH3:36])[CH:33]=2)[CH2:28][CH2:27][N:26]1[CH2:39][CH3:40])[CH3:2].[NH2:41][C:42]1[CH:47]=[C:46]([N:48]2[CH2:53][CH2:52][NH:51][CH2:50][CH2:49]2)[CH:45]=[CH:44][N:43]=1.Cl.C(N=C=NCCCN(C)C)C.ON1C2C=CC=CC=2N=N1.C(=O)([O-])O.[Na+]. The yield is 0.670. The catalyst is CN(C)C=O. (4) The reactants are [C:1](Cl)(=[O:6])[CH2:2][C:3](Cl)=[O:4].[CH3:8][C:9]([C:12]1[CH:17]=[CH:16][C:15]([CH2:18][NH:19][C:20]([NH:22][CH2:23][C:24]2[CH:29]=[CH:28][C:27]([C:30]([CH3:33])([CH3:32])[CH3:31])=[CH:26][CH:25]=2)=[O:21])=[CH:14][CH:13]=1)([CH3:11])[CH3:10]. The catalyst is ClCCl. The product is [CH3:33][C:30]([C:27]1[CH:28]=[CH:29][C:24]([CH2:23][N:22]2[C:3](=[O:4])[CH2:2][C:1](=[O:6])[N:19]([CH2:18][C:15]3[CH:14]=[CH:13][C:12]([C:9]([CH3:11])([CH3:10])[CH3:8])=[CH:17][CH:16]=3)[C:20]2=[O:21])=[CH:25][CH:26]=1)([CH3:31])[CH3:32]. The yield is 0.840. (5) The reactants are [NH2:1][C:2]1[CH:3]=[CH:4][C:5]([O:32][C:33]2[CH:38]=[CH:37][C:36]([F:39])=[CH:35][C:34]=2[F:40])=[C:6]([C:8]2[N:9]([CH2:24][O:25][CH2:26][CH2:27][Si:28]([CH3:31])([CH3:30])[CH3:29])[C:10]([CH3:23])=[C:11]3[C:16]=2[CH:15]=[C:14]([C:17](OCC)=[O:18])[NH:13][C:12]3=[O:22])[CH:7]=1.[CH2:41]([NH2:44])[CH2:42][CH3:43]. The catalyst is CO. The product is [NH2:1][C:2]1[CH:3]=[CH:4][C:5]([O:32][C:33]2[CH:38]=[CH:37][C:36]([F:39])=[CH:35][C:34]=2[F:40])=[C:6]([C:8]2[N:9]([CH2:24][O:25][CH2:26][CH2:27][Si:28]([CH3:31])([CH3:29])[CH3:30])[C:10]([CH3:23])=[C:11]3[C:16]=2[CH:15]=[C:14]([C:17]([NH:44][CH2:41][CH2:42][CH3:43])=[O:18])[NH:13][C:12]3=[O:22])[CH:7]=1. The yield is 0.980. (6) The reactants are CC1C=C(N2CCN(CC3C=CC(C(F)(F)F)=CC=3)C2=O)SC=1C(O)=O.[CH2:27]([NH:34][C:35]([C:37]1[S:41][C:40]([N:42]2[CH2:46][CH2:45][N:44]([CH2:47][C:48]([OH:50])=O)[C:43]2=[O:51])=[N:39][C:38]=1[CH3:52])=[O:36])[C:28]1[CH:33]=[CH:32][CH:31]=[CH:30][CH:29]=1.[F:53][C:54]1[CH:61]=[CH:60][C:57]([CH2:58][NH2:59])=[CH:56][CH:55]=1. No catalyst specified. The product is [CH2:27]([NH:34][C:35]([C:37]1[S:41][C:40]([N:42]2[CH2:46][CH2:45][N:44]([CH2:47][C:48]([NH:59][CH2:58][C:57]3[CH:60]=[CH:61][C:54]([F:53])=[CH:55][CH:56]=3)=[O:50])[C:43]2=[O:51])=[N:39][C:38]=1[CH3:52])=[O:36])[C:28]1[CH:33]=[CH:32][CH:31]=[CH:30][CH:29]=1. The yield is 0.750. (7) The reactants are [Cl:1][C:2]1[N:3]=[N:4][C:5]([Cl:9])=[CH:6][C:7]=1Cl.[NH:10]1[CH2:15][CH2:14][O:13][CH2:12][CH2:11]1. The catalyst is CCO. The product is [Cl:1][C:2]1[N:3]=[N:4][C:5]([Cl:9])=[CH:6][C:7]=1[N:10]1[CH2:15][CH2:14][O:13][CH2:12][CH2:11]1. The yield is 0.860.